The task is: Predict the reactants needed to synthesize the given product.. This data is from Full USPTO retrosynthesis dataset with 1.9M reactions from patents (1976-2016). (1) Given the product [O:12]=[C:6]1[CH:5]2[CH2:4][CH:3]([CH2:10][CH:9]2[C:8]([OH:7])=[O:11])[CH2:2]1, predict the reactants needed to synthesize it. The reactants are: Br[CH:2]1[CH:6]2[O:7][C:8](=[O:11])[CH:9]3[CH2:10][CH:3]1[CH2:4][CH:5]23.[OH-:12].[Na+].Cl. (2) Given the product [Cl:1][C:2]1[CH:7]=[CH:6][C:5]([C:8]2[N:12]([CH:13]([CH:29]3[CH2:34][CH2:33][CH2:32][CH2:31][CH2:30]3)[C:14]([CH3:15])([CH3:28])[O:16][C:49]3[C:48]([F:51])=[CH:47][C:44]([C:45]#[N:46])=[CH:43][C:42]=3[F:41])[C:11]3[CH:35]=[C:36]([F:40])[C:37]([F:39])=[CH:38][C:10]=3[N:9]=2)=[CH:4][CH:3]=1, predict the reactants needed to synthesize it. The reactants are: [Cl:1][C:2]1[CH:7]=[CH:6][C:5]([C:8]2[N:12]([CH:13]([CH:29]3[CH2:34][CH2:33][CH2:32][CH2:31][CH2:30]3)[C:14]([CH3:28])([O:16]C3C=CC(C4NN=NN=4)=CC=3)[CH3:15])[C:11]3[CH:35]=[C:36]([F:40])[C:37]([F:39])=[CH:38][C:10]=3[N:9]=2)=[CH:4][CH:3]=1.[F:41][C:42]1[CH:43]=[C:44]([CH:47]=[C:48]([F:51])[C:49]=1F)[C:45]#[N:46].C[Si]([N-][Si](C)(C)C)(C)C.[K+]. (3) Given the product [CH2:1]([O:3][C:4]([CH:6]1[CH2:8][CH:7]1[C:9]1[CH:14]=[CH:13][C:12]([OH:15])=[CH:11][C:10]=1[CH3:23])=[O:5])[CH3:2], predict the reactants needed to synthesize it. The reactants are: [CH2:1]([O:3][C:4]([CH:6]1[CH2:8][CH:7]1[C:9]1[CH:14]=[CH:13][C:12]([O:15]CC2C=CC=CC=2)=[CH:11][C:10]=1[CH3:23])=[O:5])[CH3:2]. (4) Given the product [CH:20]1([C:16]2[N:15]=[C:14]([C:6]3[CH:5]=[C:4]4[C:9](=[CH:8][CH:7]=3)[NH:1][CH:2]=[CH:3]4)[CH:19]=[N:18][CH:17]=2)[CH2:22][CH2:21]1, predict the reactants needed to synthesize it. The reactants are: [NH:1]1[C:9]2[C:4](=[CH:5][C:6](B(O)O)=[CH:7][CH:8]=2)[CH:3]=[CH:2]1.Br[C:14]1[CH:19]=[N:18][CH:17]=[C:16]([CH:20]2[CH2:22][CH2:21]2)[N:15]=1.C([O-])([O-])=O.[Na+].[Na+]. (5) The reactants are: C[O:2][C:3]([C:5]1[O:9][N:8]=[C:7]([C:10]2[CH:15]=[CH:14][CH:13]=[CH:12][N:11]=2)[CH:6]=1)=[O:4].[Li+].[OH-]. Given the product [N:11]1[CH:12]=[CH:13][CH:14]=[CH:15][C:10]=1[C:7]1[CH:6]=[C:5]([C:3]([OH:4])=[O:2])[O:9][N:8]=1, predict the reactants needed to synthesize it. (6) The reactants are: [F:1][C:2]([F:18])([CH:15]([F:17])[F:16])[CH2:3][O:4][C:5]1[C:10]([C:11]([F:14])([F:13])[F:12])=[CH:9][CH:8]=[CH:7][N:6]=1.[B:19]1([B:19]2[O:23][C:22]([CH3:25])([CH3:24])[C:21]([CH3:27])([CH3:26])[O:20]2)[O:23][C:22]([CH3:25])([CH3:24])[C:21]([CH3:27])([CH3:26])[O:20]1. Given the product [F:18][C:2]([F:1])([CH:15]([F:17])[F:16])[CH2:3][O:4][C:5]1[C:10]([C:11]([F:12])([F:13])[F:14])=[CH:9][C:8]([B:19]2[O:23][C:22]([CH3:25])([CH3:24])[C:21]([CH3:27])([CH3:26])[O:20]2)=[CH:7][N:6]=1, predict the reactants needed to synthesize it.